This data is from Reaction yield outcomes from USPTO patents with 853,638 reactions. The task is: Predict the reaction yield, written as a fraction of the theoretical maximum amount of product (1.0 means a 100% yield; for example, 0.34 means a 34% yield). (1) The reactants are FC1[CH:3]=[C:4]([C:8]2[N:9]=[C:10]([C:16]3[C:17]([CH3:25])=[N:18][N:19]4[CH:24]=[CH:23][CH:22]=[CH:21][C:20]=34)[S:11][C:12]=2[C:13](N)=[O:14])[CH:5]=[CH:6]C=1.[O:26]1C=CC(B(O)O)=[CH:27]1.C(=O)([O-])[O-:35].[Cs+].[Cs+].COCCOC. The catalyst is O. The product is [O:35]1[CH:6]=[CH:5][C:4]([C:8]2[N:9]=[C:10]([C:16]3[C:17]([CH3:25])=[N:18][N:19]4[CH:24]=[CH:23][CH:22]=[CH:21][C:20]=34)[S:11][C:12]=2[C:13]([O:26][CH3:27])=[O:14])=[CH:3]1. The yield is 0.930. (2) The yield is 0.450. The reactants are Br[C:2]1[CH:7]=[CH:6][N:5]=[C:4]2[N:8]([S:14]([C:17]3[CH:22]=[CH:21][CH:20]=[CH:19][CH:18]=3)(=[O:16])=[O:15])[C:9]([CH:11]([F:13])[F:12])=[CH:10][C:3]=12.[O:23]=[S:24]1(=[O:49])[CH2:29][CH2:28][CH:27]([NH:30][S:31]([C:34]2[CH:39]=[CH:38][C:37](B3OC(C)(C)C(C)(C)O3)=[CH:36][CH:35]=2)(=[O:33])=[O:32])[CH2:26][CH2:25]1.C(=O)([O-])[O-].[Na+].[Na+].C(Cl)Cl. The catalyst is O1CCOCC1.O.[Cl-].[Na+].O.[Pd].C1(P([C-]2C=CC=C2)C2C=CC=CC=2)C=CC=CC=1.[C-]1(P(C2C=CC=CC=2)C2C=CC=CC=2)C=CC=C1.[Fe+2]. The product is [F:12][CH:11]([F:13])[C:9]1[N:8]([S:14]([C:17]2[CH:22]=[CH:21][CH:20]=[CH:19][CH:18]=2)(=[O:16])=[O:15])[C:4]2=[N:5][CH:6]=[CH:7][C:2]([C:37]3[CH:36]=[CH:35][C:34]([S:31]([NH:30][CH:27]4[CH2:26][CH2:25][S:24](=[O:23])(=[O:49])[CH2:29][CH2:28]4)(=[O:32])=[O:33])=[CH:39][CH:38]=3)=[C:3]2[CH:10]=1. (3) The reactants are C([N:8]1[C:16]2[C:11](=[N:12][C:13]([C:18]([F:21])([F:20])[F:19])=[N:14][C:15]=2[NH2:17])[N:10]=[CH:9]1)C1C=CC=CC=1.[CH:22]([OH:24])=[O:23].[H][H]. The catalyst is C(O)C.[OH-].[OH-].[Pd+2]. The product is [CH:22]([OH:24])=[O:23].[F:20][C:18]([F:19])([F:21])[C:13]1[N:12]=[C:11]2[C:16]([NH:8][CH:9]=[N:10]2)=[C:15]([NH2:17])[N:14]=1. The yield is 0.870. (4) The reactants are [N+:1]([C:4]1[CH:12]=[CH:11][CH:10]=[C:9]2[C:5]=1[CH2:6][CH2:7][CH:8]2[N:13]1[CH:18]=[CH:17][CH:16]=[C:15]([C:19]([NH:21][C:22]2[CH:27]=[CH:26][N:25]=[CH:24][CH:23]=2)=[O:20])[C:14]1=[O:28])([O-])=O.Cl[Sn]Cl. The catalyst is CCO. The product is [NH2:1][C:4]1[CH:12]=[CH:11][CH:10]=[C:9]2[C:5]=1[CH2:6][CH2:7][CH:8]2[N:13]1[CH:18]=[CH:17][CH:16]=[C:15]([C:19]([NH:21][C:22]2[CH:27]=[CH:26][N:25]=[CH:24][CH:23]=2)=[O:20])[C:14]1=[O:28]. The yield is 0.930. (5) The reactants are [CH3:1][O:2][C:3]1[CH:4]=[C:5]([CH2:11][C:12]#[N:13])[CH:6]=[CH:7][C:8]=1[O:9][CH3:10].[CH3:14][CH:15]([CH3:21])[C:16](OCC)=[O:17].[O-]CC.[Na+]. The catalyst is C(O)C. The product is [CH3:1][O:2][C:3]1[CH:4]=[C:5]([CH:11]([C:16](=[O:17])[CH:15]([CH3:21])[CH3:14])[C:12]#[N:13])[CH:6]=[CH:7][C:8]=1[O:9][CH3:10]. The yield is 0.280. (6) The reactants are Br[C:2]1[CH:3]=[C:4]2[C:10]3([CH2:14][CH2:13][N:12]([C:15]([O:17][C:18]([CH3:21])([CH3:20])[CH3:19])=[O:16])[CH2:11]3)[CH2:9][N:8]([C:22]([O:24][CH2:25][CH2:26][Si:27]([CH3:30])([CH3:29])[CH3:28])=[O:23])[C:5]2=[CH:6][CH:7]=1.COC1C=CC=C(OC)C=1C1C=CC=CC=1P(C1CCCCC1)C1CCCCC1.[Br-].[CH2:61]([O:63][C:64](=[O:69])[CH2:65][CH2:66][CH2:67][Zn+])[CH3:62].[Cl-].[NH4+]. The catalyst is O1CCCC1.C([O-])(=O)C.C([O-])(=O)C.[Pd+2]. The product is [CH2:61]([O:63][C:64](=[O:69])[CH2:65][CH2:66][CH2:67][C:2]1[CH:3]=[C:4]2[C:10]3([CH2:14][CH2:13][N:12]([C:15]([O:17][C:18]([CH3:21])([CH3:19])[CH3:20])=[O:16])[CH2:11]3)[CH2:9][N:8]([C:22]([O:24][CH2:25][CH2:26][Si:27]([CH3:30])([CH3:29])[CH3:28])=[O:23])[C:5]2=[CH:6][CH:7]=1)[CH3:62]. The yield is 0.700. (7) The reactants are [F:1][C:2]1[CH:11]=[C:10]([C:12]2[N:17]=[C:16]3[N:18]([CH2:21][C:22]4[CH:23]=[C:24]5[C:29](=[CH:30][CH:31]=4)[N:28]=[CH:27][CH:26]=[CH:25]5)[N:19]=[N:20][C:15]3=[CH:14][CH:13]=2)[CH:9]=[C:8]([F:32])[C:3]=1[C:4]([O:6]C)=[O:5].[OH-].[Li+].C1COCC1.Cl. The catalyst is CO.O. The product is [F:32][C:8]1[CH:9]=[C:10]([C:12]2[N:17]=[C:16]3[N:18]([CH2:21][C:22]4[CH:23]=[C:24]5[C:29](=[CH:30][CH:31]=4)[N:28]=[CH:27][CH:26]=[CH:25]5)[N:19]=[N:20][C:15]3=[CH:14][CH:13]=2)[CH:11]=[C:2]([F:1])[C:3]=1[C:4]([OH:6])=[O:5]. The yield is 0.740. (8) The reactants are CNC1CCCCC1NC.[Cl:11][C:12]1[CH:17]=[CH:16][NH:15][C:14](=[O:18])[CH:13]=1.Br[C:20]1[CH:34]=[CH:33][C:23]([O:24][CH2:25][O:26][CH2:27][CH2:28][Si:29]([CH3:32])([CH3:31])[CH3:30])=[C:22]([O:35][CH3:36])[CH:21]=1.[O-]P([O-])([O-])=O.[K+].[K+].[K+]. The catalyst is O1CCOCC1.C(Cl)Cl.[Cu]I. The product is [Cl:11][C:12]1[CH:17]=[CH:16][N:15]([C:20]2[CH:34]=[CH:33][C:23]([O:24][CH2:25][O:26][CH2:27][CH2:28][Si:29]([CH3:31])([CH3:30])[CH3:32])=[C:22]([O:35][CH3:36])[CH:21]=2)[C:14](=[O:18])[CH:13]=1. The yield is 0.810. (9) The reactants are [NH2:1][C:2]1[N:3]=[C:4]([O:13][CH2:14][CH3:15])[C:5]2[N:11]=[C:10](Cl)[CH:9]=[CH:8][C:6]=2[N:7]=1.[CH:16]1([NH:19][C:20]([C:22]2[S:23][C:24](B3OC(C)(C)C(C)(C)O3)=[CH:25][CH:26]=2)=[O:21])[CH2:18][CH2:17]1.C([O-])([O-])=O.[K+].[K+]. The catalyst is O1CCOCC1.O.C1C=CC([P]([Pd]([P](C2C=CC=CC=2)(C2C=CC=CC=2)C2C=CC=CC=2)([P](C2C=CC=CC=2)(C2C=CC=CC=2)C2C=CC=CC=2)[P](C2C=CC=CC=2)(C2C=CC=CC=2)C2C=CC=CC=2)(C2C=CC=CC=2)C2C=CC=CC=2)=CC=1. The product is [NH2:1][C:2]1[N:3]=[C:4]([O:13][CH2:14][CH3:15])[C:5]2[N:11]=[C:10]([C:24]3[S:23][C:22]([C:20](=[O:21])[NH:19][CH:16]4[CH2:18][CH2:17]4)=[CH:26][CH:25]=3)[CH:9]=[CH:8][C:6]=2[N:7]=1. The yield is 0.810.